This data is from Reaction yield outcomes from USPTO patents with 853,638 reactions. The task is: Predict the reaction yield, written as a fraction of the theoretical maximum amount of product (1.0 means a 100% yield; for example, 0.34 means a 34% yield). (1) The reactants are Cl.Cl.[Cl:3][C:4]1[CH:19]=[CH:18][C:7]([CH2:8][O:9][CH2:10][C:11]2([NH2:17])[CH2:16][CH2:15][NH:14][CH2:13][CH2:12]2)=[CH:6][CH:5]=1.Cl[C:21]1[C:22]2[CH:29]=[CH:28][NH:27][C:23]=2[N:24]=[CH:25][N:26]=1.C(N(CC)CC)C. The catalyst is C(O)CCC. The product is [Cl:3][C:4]1[CH:5]=[CH:6][C:7]([CH2:8][O:9][CH2:10][C:11]2([NH2:17])[CH2:16][CH2:15][N:14]([C:21]3[C:22]4[CH:29]=[CH:28][NH:27][C:23]=4[N:24]=[CH:25][N:26]=3)[CH2:13][CH2:12]2)=[CH:18][CH:19]=1. The yield is 0.780. (2) The reactants are [Cl-].O[NH3+:3].[C:4](=[O:7])([O-])[OH:5].[Na+].CS(C)=O.[CH2:13]([C:17]1[N:18]=[C:19]([CH3:48])[N:20]([CH2:39][C:40]2[CH:45]=[C:44]([F:46])[CH:43]=[CH:42][C:41]=2[F:47])[C:21](=[O:38])[C:22]=1[CH2:23][C:24]1[CH:29]=[CH:28][C:27]([C:30]2[C:31]([C:36]#[N:37])=[CH:32][CH:33]=[CH:34][CH:35]=2)=[CH:26][CH:25]=1)[CH2:14][CH2:15][CH3:16]. The catalyst is C(OCC)(=O)C. The product is [CH2:13]([C:17]1[N:18]=[C:19]([CH3:48])[N:20]([CH2:39][C:40]2[CH:45]=[C:44]([F:46])[CH:43]=[CH:42][C:41]=2[F:47])[C:21](=[O:38])[C:22]=1[CH2:23][C:24]1[CH:25]=[CH:26][C:27]([C:30]2[CH:35]=[CH:34][CH:33]=[CH:32][C:31]=2[C:36]2[NH:3][C:4](=[O:7])[O:5][N:37]=2)=[CH:28][CH:29]=1)[CH2:14][CH2:15][CH3:16]. The yield is 0.680. (3) The reactants are [NH2:1][C:2](=[N:8][C:9]1[CH:14]=[CH:13][C:12]([N:15]2[CH2:20][CH2:19][N:18]([C:21]([NH:23][CH2:24][CH2:25][CH2:26][CH2:27][CH:28]3[CH2:32][CH2:31][S:30][S:29]3)=[O:22])[CH2:17][CH2:16]2)=[C:11](C)[CH:10]=1)[C:3]1[S:4][CH:5]=[CH:6][CH:7]=1.F[C:35]1C=CC([N+]([O-])=O)=C(C)C=1. No catalyst specified. The product is [NH2:1][C:2](=[N:8][C:9]1[CH:14]=[CH:13][C:12]([N:15]2[CH2:16][CH2:17][N:18]([C:21]([NH:23][CH2:24][CH2:25][CH2:26][CH2:27][CH:28]3[CH2:32][CH2:31][S:30][S:29]3)=[O:22])[CH2:19][CH2:20]2)=[CH:11][C:10]=1[CH3:35])[C:3]1[S:4][CH:5]=[CH:6][CH:7]=1. The yield is 0.160. (4) The reactants are [Cl:1][C:2]1[N:7]=[C:6]([CH2:8][C:9]([C:11]2[CH:12]=[C:13]([CH:25]=[CH:26][CH:27]=2)[C:14]([NH:16][C:17]2[C:22]([F:23])=[CH:21][CH:20]=[CH:19][C:18]=2[F:24])=[O:15])=O)[CH:5]=[CH:4][N:3]=1.C1C(=O)N(Br)C(=O)C1.[F:36][C:37]([F:46])([F:45])[C:38]1[CH:43]=[CH:42][N:41]=[C:40]([NH2:44])[CH:39]=1.CCCCCC. The catalyst is C(Cl)Cl.CCOC(C)=O.C([O-])(O)=O.[Na+]. The product is [Cl:1][C:2]1[N:7]=[C:6]([C:8]2[N:41]3[CH:42]=[CH:43][C:38]([C:37]([F:45])([F:36])[F:46])=[CH:39][C:40]3=[N:44][C:9]=2[C:11]2[CH:12]=[C:13]([CH:25]=[CH:26][CH:27]=2)[C:14]([NH:16][C:17]2[C:22]([F:23])=[CH:21][CH:20]=[CH:19][C:18]=2[F:24])=[O:15])[CH:5]=[CH:4][N:3]=1. The yield is 0.460. (5) The reactants are [F:1][C:2]1[CH:3]=[C:4]([N:9]2[CH2:13][CH:12]([CH2:14][NH:15][C:16](=[O:18])[CH3:17])[O:11][C:10]2=[O:19])[CH:5]=[CH:6][C:7]=1I.[OH:20][CH2:21][C:22]1[CH:27]=[CH:26][C:25](B(O)O)=[CH:24][CH:23]=1.C(=O)([O-])[O-].[K+].[K+].C(O)C. The catalyst is C1(C)C=CC=CC=1.C1C=CC([P]([Pd]([P](C2C=CC=CC=2)(C2C=CC=CC=2)C2C=CC=CC=2)([P](C2C=CC=CC=2)(C2C=CC=CC=2)C2C=CC=CC=2)[P](C2C=CC=CC=2)(C2C=CC=CC=2)C2C=CC=CC=2)(C2C=CC=CC=2)C2C=CC=CC=2)=CC=1.O. The product is [F:1][C:2]1[CH:3]=[C:4]([N:9]2[CH2:13][CH:12]([CH2:14][NH:15][C:16](=[O:18])[CH3:17])[O:11][C:10]2=[O:19])[CH:5]=[CH:6][C:7]=1[C:25]1[CH:26]=[CH:27][C:22]([CH2:21][OH:20])=[CH:23][CH:24]=1. The yield is 0.940. (6) The reactants are [ClH:1].[CH2:2]([C:6]1[N:7]=[C:8]([NH2:11])[NH:9][CH:10]=1)[CH2:3][C:4]#[CH:5].[N:12]([CH2:15][C:16]1[O:17][CH:18]=[CH:19][CH:20]=1)=[N+:13]=[N-:14]. No catalyst specified. The product is [ClH:1].[O:17]1[CH:18]=[CH:19][CH:20]=[C:16]1[CH2:15][N:12]1[CH:5]=[C:4]([CH2:3][CH2:2][C:6]2[N:7]=[C:8]([NH2:11])[NH:9][CH:10]=2)[N:14]=[N:13]1. The yield is 0.720. (7) The reactants are [NH2:1][C:2]1[C:3](=[O:21])[NH:4][C:5](=[S:20])[N:6]([C:9]2[CH:14]=[CH:13][CH:12]=[C:11]([O:15][C:16]([F:19])([F:18])[F:17])[CH:10]=2)[C:7]=1[NH2:8].[CH:22](O)=O. No catalyst specified. The product is [S:20]=[C:5]1[N:6]([C:9]2[CH:14]=[CH:13][CH:12]=[C:11]([O:15][C:16]([F:17])([F:18])[F:19])[CH:10]=2)[C:7]2[N:8]=[CH:22][NH:1][C:2]=2[C:3](=[O:21])[NH:4]1. The yield is 0.120. (8) The reactants are C(N=C([N:12]1[CH2:17][CH2:16][C:15]([CH2:24][CH2:25][N:26]2[CH:31]3[CH2:32][CH2:33][CH:27]2[CH2:28][CH:29]([N:34]2[C:38]4[CH:39]=[CH:40][CH:41]=[CH:42][C:37]=4[N:36]=[C:35]2[CH3:43])[CH2:30]3)([C:18]2[CH:23]=[CH:22][CH:21]=[CH:20][CH:19]=2)[CH2:14][CH2:13]1)OC1C=CC=CC=1)#N.[NH3:44]. The catalyst is CO. The product is [C:29]([N:34]=[C:35]([N:12]1[CH2:13][CH2:14][C:15]([CH2:24][CH2:25][N:26]2[CH:31]3[CH2:32][CH2:33][CH:27]2[CH2:28][CH:29]([N:34]2[C:38]4[CH:39]=[CH:40][CH:41]=[CH:42][C:37]=4[N:36]=[C:35]2[CH3:43])[CH2:30]3)([C:18]2[CH:23]=[CH:22][CH:21]=[CH:20][CH:19]=2)[CH2:16][CH2:17]1)[NH2:36])#[N:44]. The yield is 0.910. (9) The reactants are [C:1]([C:3]1[C:11]2[C:6](=[CH:7][C:8]([C:12](Cl)=[O:13])=[CH:9][CH:10]=2)[N:5]([CH2:15][CH3:16])[CH:4]=1)#[N:2].[NH2:17][C:18]1[CH:23]=[CH:22][CH:21]=[CH:20][CH:19]=1.CCOC(C)=O.C(Cl)Cl. The catalyst is C1COCC1.O. The product is [C:18]1([NH:17][C:12]([C:8]2[CH:7]=[C:6]3[C:11]([C:3]([C:1]#[N:2])=[CH:4][N:5]3[CH2:15][CH3:16])=[CH:10][CH:9]=2)=[O:13])[CH:23]=[CH:22][CH:21]=[CH:20][CH:19]=1. The yield is 0.510.